From a dataset of Catalyst prediction with 721,799 reactions and 888 catalyst types from USPTO. Predict which catalyst facilitates the given reaction. (1) Reactant: [C:1]([O:4][C:5]1[CH:6]=[C:7]2[C:12](=[CH:13][C:14]=1[O:15][CH3:16])[NH:11][CH:10]=[N:9][C:8]2=O)(=[O:3])[CH3:2].C(N(CC)C(C)C)(C)C.P(Cl)(Cl)(Cl)=O.[Cl:32][C:33]1[C:34]([F:40])=[C:35]([CH:37]=[CH:38][CH:39]=1)[NH2:36]. Product: [C:1]([O:4][C:5]1[CH:6]=[C:7]2[C:12](=[CH:13][C:14]=1[O:15][CH3:16])[N:11]=[CH:10][N:9]=[C:8]2[NH:36][C:35]1[CH:37]=[CH:38][CH:39]=[C:33]([Cl:32])[C:34]=1[F:40])(=[O:3])[CH3:2]. The catalyst class is: 11. (2) Reactant: CON(C)[C:4](=[O:20])[C:5]1[CH:10]=[CH:9][C:8]([C:11]2[CH:15]=[C:14]([C:16]([F:19])([F:18])[F:17])[O:13][N:12]=2)=[CH:7][CH:6]=1.[C:22]([Mg]Br)([CH3:25])([CH3:24])[CH3:23]. Product: [CH3:23][C:22]([CH3:25])([CH3:24])[C:4]([C:5]1[CH:6]=[CH:7][C:8]([C:11]2[CH:15]=[C:14]([C:16]([F:17])([F:18])[F:19])[O:13][N:12]=2)=[CH:9][CH:10]=1)=[O:20]. The catalyst class is: 1. (3) Reactant: [Na].[Cl:2][C:3]1[CH:8]=[CH:7][C:6]([NH2:9])=[CH:5][N:4]=1.F[C:11]1[CH:16]=[C:15]([F:17])[CH:14]=[CH:13][C:12]=1[N+:18]([O-:20])=[O:19].C(O)(C)(C)C.Cl. Product: [Cl:2][C:3]1[N:4]=[CH:5][C:6]([NH:9][C:11]2[CH:16]=[C:15]([F:17])[CH:14]=[CH:13][C:12]=2[N+:18]([O-:20])=[O:19])=[CH:7][CH:8]=1. The catalyst class is: 49.